Dataset: Full USPTO retrosynthesis dataset with 1.9M reactions from patents (1976-2016). Task: Predict the reactants needed to synthesize the given product. (1) Given the product [F:13][C:14]([F:48])([F:47])[C:15]1[CH:16]=[C:17]([C:25]([CH3:46])([CH3:45])[C:26]([N:28]([C:30]2[C:35]([C:36]3[CH:41]=[CH:40][C:39]([F:42])=[CH:38][C:37]=3[CH3:43])=[CH:34][C:33]([C:2]3[CH:3]=[N:4][CH:5]=[CH:6][CH:7]=3)=[N:32][CH:31]=2)[CH3:29])=[O:27])[CH:18]=[C:19]([C:21]([F:24])([F:23])[F:22])[CH:20]=1, predict the reactants needed to synthesize it. The reactants are: Br[C:2]1[CH:3]=[N:4][CH:5]=[CH:6][CH:7]=1.C([Mg]Cl)(C)C.[F:13][C:14]([F:48])([F:47])[C:15]1[CH:16]=[C:17]([C:25]([CH3:46])([CH3:45])[C:26]([N:28]([C:30]2[CH:31]=[N:32][C:33](Cl)=[CH:34][C:35]=2[C:36]2[CH:41]=[CH:40][C:39]([F:42])=[CH:38][C:37]=2[CH3:43])[CH3:29])=[O:27])[CH:18]=[C:19]([C:21]([F:24])([F:23])[F:22])[CH:20]=1. (2) The reactants are: [NH2:1][C:2]1[CH:7]=[CH:6][CH:5]=[CH:4][C:3]=1[S:8]([NH2:11])(=[O:10])=[O:9].[Br:12][C:13]1[CH:14]=[C:15]([S:19](Cl)(=[O:21])=[O:20])[CH:16]=[CH:17][CH:18]=1. Given the product [Br:12][C:13]1[CH:14]=[C:15]([S:19]([NH:1][C:2]2[CH:7]=[CH:6][CH:5]=[CH:4][C:3]=2[S:8](=[O:9])(=[O:10])[NH2:11])(=[O:21])=[O:20])[CH:16]=[CH:17][CH:18]=1, predict the reactants needed to synthesize it. (3) Given the product [N:1]1([CH2:7][CH2:8][NH:9][C:10]2[C:19]([F:20])=[CH:18][CH:17]=[CH:16][C:11]=2[CH2:12][OH:13])[CH2:6][CH2:5][CH2:4][CH2:3][CH2:2]1, predict the reactants needed to synthesize it. The reactants are: [N:1]1([CH2:7][CH2:8][NH:9][C:10]2[C:19]([F:20])=[CH:18][CH:17]=[CH:16][C:11]=2[C:12](OC)=[O:13])[CH2:6][CH2:5][CH2:4][CH2:3][CH2:2]1.[H-].[H-].[H-].[H-].[Li+].[Al+3].[F-].[Na+].O. (4) Given the product [NH2:28][C:24]1[N:25]=[C:26]([NH:1][C:2]2[CH:19]=[CH:18][C:5]([CH2:6][C:7]3[CH:12]=[CH:11][N:10]=[C:9]4[NH:13][CH:14]=[C:15]([C:16]#[N:17])[C:8]=34)=[C:4]([F:20])[CH:3]=2)[CH:27]=[CH:22][N:23]=1, predict the reactants needed to synthesize it. The reactants are: [NH2:1][C:2]1[CH:19]=[CH:18][C:5]([CH2:6][C:7]2[CH:12]=[CH:11][N:10]=[C:9]3[NH:13][CH:14]=[C:15]([C:16]#[N:17])[C:8]=23)=[C:4]([F:20])[CH:3]=1.Cl[C:22]1[CH:27]=[CH:26][N:25]=[C:24]([NH2:28])[N:23]=1.Cl.[OH-].[Na+]. (5) Given the product [F:1][C:2]1[CH:3]=[CH:4][C:5]([C:8]2[C:16]3[C:11](=[CH:12][CH:13]=[C:20]([C:19]([OH:22])=[O:21])[CH:15]=3)[NH:10][N:9]=2)=[CH:6][CH:7]=1, predict the reactants needed to synthesize it. The reactants are: [F:1][C:2]1[CH:7]=[CH:6][C:5]([C:8]2[C:16]3[C:11](=[CH:12][CH:13]=C(C#N)[CH:15]=3)[NH:10][N:9]=2)=[CH:4][CH:3]=1.[C:19]([OH:22])(=[O:21])[CH3:20].Cl. (6) The reactants are: C([Li])CCC.[S:6]1[CH:10]=[CH:9][N:8]=[C:7]1[C:11]1([OH:21])[CH2:20][CH2:19][C:14]2([O:18][CH2:17][CH2:16][O:15]2)[CH2:13][CH2:12]1.[C:22](=[O:24])=[O:23].Cl. Given the product [OH:21][C:11]1([C:7]2[S:6][CH:10]=[C:9]([C:22]([OH:24])=[O:23])[N:8]=2)[CH2:12][CH2:13][C:14]2([O:18][CH2:17][CH2:16][O:15]2)[CH2:19][CH2:20]1, predict the reactants needed to synthesize it. (7) Given the product [OH:2][C:3]1[CH:12]=[CH:11][C:10]2[NH:9][C:8](=[O:13])[C:7]3[S:14][CH:15]=[CH:16][C:6]=3[C:5]=2[C:4]=1[C:17]1[CH:18]=[CH:19][C:20]([S:23]([N:26]([CH3:28])[CH3:27])(=[O:24])=[O:25])=[CH:21][CH:22]=1, predict the reactants needed to synthesize it. The reactants are: C[O:2][C:3]1[CH:12]=[CH:11][C:10]2[NH:9][C:8](=[O:13])[C:7]3[S:14][CH:15]=[CH:16][C:6]=3[C:5]=2[C:4]=1[C:17]1[CH:22]=[CH:21][C:20]([S:23]([N:26]([CH3:28])[CH3:27])(=[O:25])=[O:24])=[CH:19][CH:18]=1.BrB(Br)Br.